From a dataset of CYP1A2 inhibition data for predicting drug metabolism from PubChem BioAssay. Regression/Classification. Given a drug SMILES string, predict its absorption, distribution, metabolism, or excretion properties. Task type varies by dataset: regression for continuous measurements (e.g., permeability, clearance, half-life) or binary classification for categorical outcomes (e.g., BBB penetration, CYP inhibition). Dataset: cyp1a2_veith. (1) The compound is N[C@@H](CCCCO)C(=O)O. The result is 0 (non-inhibitor). (2) The drug is O=C(c1cnccn1)N1CCC2(CCN(Cc3cc(C(F)(F)F)cc(C(F)(F)F)c3)CC2)CC1. The result is 0 (non-inhibitor). (3) The compound is CCOC(=O)COc1c(OC)cc(Cl)cc1C1Nc2ccccc2C(=O)N1c1cccc(C)c1. The result is 0 (non-inhibitor). (4) The drug is Cn1c([N+](=O)[O-])cnc1CN1CCN(CCO)CC1. The result is 0 (non-inhibitor). (5) The compound is O=C(c1ccncc1)N1CCC2(CCCN(Cc3nccs3)C2)CC1. The result is 1 (inhibitor). (6) The result is 1 (inhibitor). The drug is CC1=CC(=C2C(=O)c3ccccc3C2=O)C=C(C)N1Cc1ccco1.